Dataset: TCR-epitope binding with 47,182 pairs between 192 epitopes and 23,139 TCRs. Task: Binary Classification. Given a T-cell receptor sequence (or CDR3 region) and an epitope sequence, predict whether binding occurs between them. (1) The epitope is FSKQLQQSM. The TCR CDR3 sequence is CSVGGDGIGYTF. Result: 0 (the TCR does not bind to the epitope). (2) The epitope is IPRRNVATL. The TCR CDR3 sequence is CASSAGTSGRNTGELFF. Result: 1 (the TCR binds to the epitope). (3) The epitope is CINGVCWTV. The TCR CDR3 sequence is CASSPEGNYGYTF. Result: 0 (the TCR does not bind to the epitope). (4) The epitope is KMQRMLLEK. The TCR CDR3 sequence is CAISESTSGGAYEQFF. Result: 1 (the TCR binds to the epitope).